This data is from Full USPTO retrosynthesis dataset with 1.9M reactions from patents (1976-2016). The task is: Predict the reactants needed to synthesize the given product. (1) Given the product [CH2:10]([O:9][C:7]([N:4]1[CH2:5][CH2:6][C@H:2]([N:1]([CH2:23][CH3:24])[CH2:27][CH3:28])[CH2:3]1)=[O:8])[C:11]1[CH:16]=[CH:15][CH:14]=[CH:13][CH:12]=1, predict the reactants needed to synthesize it. The reactants are: [NH2:1][C@H:2]1[CH2:6][CH2:5][N:4]([C:7]([O:9][CH2:10][C:11]2[CH:16]=[CH:15][CH:14]=[CH:13][CH:12]=2)=[O:8])[CH2:3]1.C(=O)([O-])[O-].[K+].[K+].[CH2:23](I)[CH3:24].O1CC[CH2:28][CH2:27]1. (2) Given the product [CH:18]1([CH2:17][NH:16][C:14]([C:11]2[CH:12]=[CH:13][C:8]([C:6]3[C:5]([CH3:21])=[CH:4][CH:3]=[C:2]([NH:1][C:37]([C:35]4[C:34]5[C:29](=[CH:30][CH:31]=[CH:32][CH:33]=5)[N:28]=[C:27]([C:23]5[O:22][CH:26]=[CH:25][CH:24]=5)[CH:36]=4)=[O:38])[CH:7]=3)=[CH:9][CH:10]=2)=[O:15])[CH2:20][CH2:19]1, predict the reactants needed to synthesize it. The reactants are: [NH2:1][C:2]1[CH:3]=[CH:4][C:5]([CH3:21])=[C:6]([C:8]2[CH:13]=[CH:12][C:11]([C:14]([NH:16][CH2:17][CH:18]3[CH2:20][CH2:19]3)=[O:15])=[CH:10][CH:9]=2)[CH:7]=1.[O:22]1[CH:26]=[CH:25][CH:24]=[C:23]1[C:27]1[CH:36]=[C:35]([C:37](O)=[O:38])[C:34]2[C:29](=[CH:30][CH:31]=[CH:32][CH:33]=2)[N:28]=1.